Task: Predict the reactants needed to synthesize the given product.. Dataset: Full USPTO retrosynthesis dataset with 1.9M reactions from patents (1976-2016) (1) Given the product [CH3:4][C:5]1[C:2]([CH3:1])([CH3:11])[CH:3]([CH2:8][CH:7]=[O:9])[CH2:10][CH:6]=1, predict the reactants needed to synthesize it. The reactants are: [CH3:1][C:2]1([CH3:11])[CH:5]2[C:6]3([CH3:10])[O:9][CH:7]3[CH2:8][CH:3]1[CH2:4]2. (2) The reactants are: [F:1][C:2]([F:19])([F:18])[C:3]1[N:7]([C:8]2[CH:17]=[CH:16][C:11]([C:12]([O:14]C)=[O:13])=[CH:10][CH:9]=2)[N:6]=[N:5][N:4]=1.[OH-].[Li+].Cl. Given the product [F:19][C:2]([F:1])([F:18])[C:3]1[N:7]([C:8]2[CH:17]=[CH:16][C:11]([C:12]([OH:14])=[O:13])=[CH:10][CH:9]=2)[N:6]=[N:5][N:4]=1, predict the reactants needed to synthesize it. (3) The reactants are: [F:1][C:2]([F:16])([F:15])[C:3]1[C:4]([N:9]2[CH2:14][CH2:13][NH:12][CH2:11][CH2:10]2)=[N:5][CH:6]=[CH:7][CH:8]=1.[Br:17][C:18]1[C:26]2[N:25]=[C:24](Cl)[NH:23][C:22]=2[CH:21]=[C:20]([C:28]([F:31])([F:30])[F:29])[CH:19]=1. Given the product [Br:17][C:18]1[C:26]2[N:25]=[C:24]([N:12]3[CH2:11][CH2:10][N:9]([C:4]4[C:3]([C:2]([F:1])([F:15])[F:16])=[CH:8][CH:7]=[CH:6][N:5]=4)[CH2:14][CH2:13]3)[NH:23][C:22]=2[CH:21]=[C:20]([C:28]([F:31])([F:30])[F:29])[CH:19]=1, predict the reactants needed to synthesize it. (4) Given the product [Si:16]([O:1][C:2]1[CH:10]=[CH:9][C:5]([C:6]([OH:8])=[O:7])=[CH:4][CH:3]=1)([C:19]([CH3:22])([CH3:21])[CH3:20])([CH3:18])[CH3:17], predict the reactants needed to synthesize it. The reactants are: [OH:1][C:2]1[CH:10]=[CH:9][C:5]([C:6]([OH:8])=[O:7])=[CH:4][CH:3]=1.N1C=CN=C1.[Si:16](Cl)([C:19]([CH3:22])([CH3:21])[CH3:20])([CH3:18])[CH3:17]. (5) The reactants are: [CH:1]1([C:4]2[CH:8]=[C:7]([CH:9]3[CH2:11][CH2:10]3)[N:6]([C:12]3[CH:17]=[CH:16][C:15]([NH:18][C:19](=[O:31])[CH2:20][C:21]4[CH:22]=[C:23]5[C:28](=[CH:29][CH:30]=4)[N:27]=[CH:26][CH:25]=[CH:24]5)=[CH:14][C:13]=3[F:32])[N:5]=2)[CH2:3][CH2:2]1.[ClH:33]. Given the product [ClH:33].[CH:1]1([C:4]2[CH:8]=[C:7]([CH:9]3[CH2:10][CH2:11]3)[N:6]([C:12]3[CH:17]=[CH:16][C:15]([NH:18][C:19](=[O:31])[CH2:20][C:21]4[CH:22]=[C:23]5[C:28](=[CH:29][CH:30]=4)[N:27]=[CH:26][CH:25]=[CH:24]5)=[CH:14][C:13]=3[F:32])[N:5]=2)[CH2:3][CH2:2]1, predict the reactants needed to synthesize it.